This data is from Forward reaction prediction with 1.9M reactions from USPTO patents (1976-2016). The task is: Predict the product of the given reaction. (1) Given the reactants [BH4-].[Na+].[CH2:3]([N:5]([CH2:20][CH3:21])[C:6](=[O:19])[C:7]1[C:12]([CH:13]=[O:14])=[CH:11][CH:10]=[CH:9][C:8]=1[Si:15]([CH3:18])([CH3:17])[CH3:16])[CH3:4], predict the reaction product. The product is: [CH2:20]([N:5]([CH2:3][CH3:4])[C:6](=[O:19])[C:7]1[C:12]([CH2:13][OH:14])=[CH:11][CH:10]=[CH:9][C:8]=1[Si:15]([CH3:17])([CH3:16])[CH3:18])[CH3:21]. (2) The product is: [Cl:3][C:11]1[N:12]=[N:13][CH:14]=[C:9]2[C:8]([CH3:22])=[C:7]([CH3:6])[N:16]([CH2:17][C@H:18]3[CH2:20][C@@H:19]3[CH3:21])[C:10]=12. Given the reactants P(Cl)(Cl)([Cl:3])=O.[CH3:6][C:7]1[N:16]([CH2:17][C@H:18]2[CH2:20][C@@H:19]2[CH3:21])[C:10]2[C:11](=O)[NH:12][N:13]=[CH:14][C:9]=2[C:8]=1[CH3:22].[OH-].[Na+], predict the reaction product. (3) Given the reactants [Cl:1][C:2]1[CH:7]=[CH:6][C:5]([CH:8]2[CH2:12][CH:11]([S:13]([C:16]3[CH:21]=[CH:20][CH:19]=[C:18]([C:22]([F:25])([F:24])[F:23])[CH:17]=3)(=[O:15])=[O:14])[CH2:10][O:9]2)=[CH:4][CH:3]=1.[H-].[Na+].[CH3:28]I, predict the reaction product. The product is: [Cl:1][C:2]1[CH:3]=[CH:4][C:5]([CH:8]2[CH2:12][C:11]([CH3:28])([S:13]([C:16]3[CH:21]=[CH:20][CH:19]=[C:18]([C:22]([F:23])([F:25])[F:24])[CH:17]=3)(=[O:15])=[O:14])[CH2:10][O:9]2)=[CH:6][CH:7]=1. (4) Given the reactants [C:1]([SiH2:5][O:6][C:7]([CH3:25])([CH3:24])[C:8]1[CH:13]=[CH:12][N:11]=[CH:10][C:9]=1[C:14]1[N:15]([CH3:23])[C:16]2[C:21]([CH:22]=1)=[CH:20][CH:19]=[CH:18][CH:17]=2)([CH3:4])([CH3:3])[CH3:2].ClS([N:30]=[C:31]=O)(=O)=O.CN(C=O)C, predict the reaction product. The product is: [C:1]([SiH2:5][O:6][C:7]([CH3:25])([CH3:24])[C:8]1[CH:13]=[CH:12][N:11]=[CH:10][C:9]=1[C:14]1[N:15]([CH3:23])[C:16]2[C:21]([C:22]=1[C:31]#[N:30])=[CH:20][CH:19]=[CH:18][CH:17]=2)([CH3:4])([CH3:3])[CH3:2]. (5) The product is: [CH2:1]([O:5][CH2:6][CH2:7][O:8][C:9]1[CH:14]=[CH:13][C:12]([C:15]2[CH:16]=[CH:17][C:18]3[N:24]([CH2:25][CH2:26][CH3:27])[CH2:23][CH2:22][C:21]([C:29]([NH:31][C:32]4[CH:37]=[CH:36][C:35]([CH2:38][S:39]([C:40]5[CH:45]=[CH:44][CH:43]=[CH:42][N:41]=5)=[O:55])=[CH:34][CH:33]=4)=[O:30])=[CH:20][C:19]=3[CH:46]=2)=[CH:11][CH:10]=1)[CH2:2][CH2:3][CH3:4]. Given the reactants [CH2:1]([O:5][CH2:6][CH2:7][O:8][C:9]1[CH:14]=[CH:13][C:12]([C:15]2[CH:16]=[CH:17][C:18]3[N:24]([CH2:25][CH:26](C)[CH3:27])[CH2:23][CH2:22][C:21]([C:29]([NH:31][C:32]4[CH:37]=[CH:36][C:35]([CH2:38][S:39][C:40]5[CH:45]=[CH:44][CH:43]=[CH:42][N:41]=5)=[CH:34][CH:33]=4)=[O:30])=[CH:20][C:19]=3[CH:46]=2)=[CH:11][CH:10]=1)[CH2:2][CH2:3][CH3:4].ClC1C=CC=C(C(OO)=[O:55])C=1.S([O-])([O-])(=O)=S.[Na+].[Na+], predict the reaction product. (6) Given the reactants C([O:5][C:6]([CH:8]1[CH:12]([C:13]2[CH:18]=[CH:17][CH:16]=[C:15]([Br:19])[C:14]=2[F:20])[C:11]([C:23]2[CH:28]=[CH:27][C:26]([Cl:29])=[CH:25][C:24]=2[F:30])([C:21]#[N:22])[CH:10]([CH2:31][C:32]([CH3:35])([CH3:34])[CH3:33])[NH:9]1)=[O:7])(C)(C)C.[F:36][C:37]([F:42])([F:41])[C:38]([OH:40])=[O:39], predict the reaction product. The product is: [F:36][C:37]([F:42])([F:41])[C:38]([OH:40])=[O:39].[Br:19][C:15]1[C:14]([F:20])=[C:13]([CH:12]2[C:11]([C:23]3[CH:28]=[CH:27][C:26]([Cl:29])=[CH:25][C:24]=3[F:30])([C:21]#[N:22])[CH:10]([CH2:31][C:32]([CH3:34])([CH3:35])[CH3:33])[NH:9][CH:8]2[C:6]([OH:7])=[O:5])[CH:18]=[CH:17][CH:16]=1. (7) Given the reactants [Cl-].[Cl:2][C:3]1[C:12]2[C:7](=[CH:8][C:9]([C:13]#[N:14])=[CH:10][CH:11]=2)[CH:6]=[CH:5][C:4]=1[O:15][CH2:16][CH2:17][NH3+:18].[Cl:19][C:20]1[O:24][C:23]([CH:25]=O)=[CH:22][CH:21]=1, predict the reaction product. The product is: [Cl:2][C:3]1[C:4]([O:15][CH2:16][CH2:17][NH:18][CH2:25][C:23]2[O:24][C:20]([Cl:19])=[CH:21][CH:22]=2)=[CH:5][CH:6]=[C:7]2[C:12]=1[CH:11]=[CH:10][C:9]([C:13]#[N:14])=[CH:8]2.